Dataset: hERG potassium channel inhibition data for cardiac toxicity prediction from Karim et al.. Task: Regression/Classification. Given a drug SMILES string, predict its toxicity properties. Task type varies by dataset: regression for continuous values (e.g., LD50, hERG inhibition percentage) or binary classification for toxic/non-toxic outcomes (e.g., AMES mutagenicity, cardiotoxicity, hepatotoxicity). Dataset: herg_karim. (1) The molecule is NC(=O)c1cccc(O[C@H]2C[C@@H]3CC[C@H](C2)N3Cc2ccc3c(c2)OCO3)c1. The result is 1 (blocker). (2) The compound is OC1CCC(Nc2ncc3nc(Nc4c(F)cc(F)cc4F)n([C@@H]4CCOC4)c3n2)CC1. The result is 0 (non-blocker). (3) The molecule is Cc1ccccc1CN1[C@H]2CC[C@@H]1C[C@@H](Oc1cccc(C(N)=O)c1)C2. The result is 1 (blocker). (4) The drug is CC(C)(C)c1ccc(COC(=O)N2CCC(CNc3ncccn3)CC2)cc1. The result is 1 (blocker). (5) The molecule is CC(C)(CCCN1CCCC(c2cnco2)C1)S(=O)(=O)c1ccccc1. The result is 1 (blocker). (6) The compound is COc1ccc(CCN(C)CCOc2ccc(NS(C)(=O)=O)cc2[NH3+])cc1OC. The result is 1 (blocker). (7) The drug is O=C(NCC(F)(F)F)c1ccc(-c2cccc3nc(-c4cncnc4)nc(NCc4ccccn4)c23)cc1. The result is 1 (blocker). (8) The molecule is CC(=O)Nc1cccc(Nc2ncnc(N3CCC(Oc4ccc(C(F)(F)F)cc4)CC3)n2)c1C. The result is 1 (blocker). (9) The molecule is CCCCN1CCCC[C@@H]1C(=O)Nc1c(C)cccc1C. The result is 0 (non-blocker).